From a dataset of NCI-60 drug combinations with 297,098 pairs across 59 cell lines. Regression. Given two drug SMILES strings and cell line genomic features, predict the synergy score measuring deviation from expected non-interaction effect. (1) Drug 1: C1=NC(=NC(=O)N1C2C(C(C(O2)CO)O)O)N. Drug 2: CC(C)NC(=O)C1=CC=C(C=C1)CNNC.Cl. Cell line: SNB-75. Synergy scores: CSS=10.5, Synergy_ZIP=-3.70, Synergy_Bliss=-0.515, Synergy_Loewe=-8.39, Synergy_HSA=-0.564. (2) Drug 2: CN(C)C1=NC(=NC(=N1)N(C)C)N(C)C. Drug 1: CC(C1=C(C=CC(=C1Cl)F)Cl)OC2=C(N=CC(=C2)C3=CN(N=C3)C4CCNCC4)N. Synergy scores: CSS=3.44, Synergy_ZIP=-1.35, Synergy_Bliss=0.483, Synergy_Loewe=-16.9, Synergy_HSA=-0.276. Cell line: SN12C. (3) Drug 1: C1=C(C(=O)NC(=O)N1)N(CCCl)CCCl. Drug 2: CC(C1=C(C=CC(=C1Cl)F)Cl)OC2=C(N=CC(=C2)C3=CN(N=C3)C4CCNCC4)N. Cell line: NCI-H522. Synergy scores: CSS=26.4, Synergy_ZIP=-2.55, Synergy_Bliss=0.821, Synergy_Loewe=0.667, Synergy_HSA=1.46. (4) Drug 1: CCN(CC)CCCC(C)NC1=C2C=C(C=CC2=NC3=C1C=CC(=C3)Cl)OC. Drug 2: N.N.Cl[Pt+2]Cl. Cell line: A498. Synergy scores: CSS=43.0, Synergy_ZIP=-1.58, Synergy_Bliss=3.14, Synergy_Loewe=3.60, Synergy_HSA=5.07.